This data is from Forward reaction prediction with 1.9M reactions from USPTO patents (1976-2016). The task is: Predict the product of the given reaction. (1) Given the reactants [N+:1]([C:4]1[CH:18]=[CH:17][C:7]([O:8][CH2:9][C:10]([O:12][C:13]([CH3:16])([CH3:15])[CH3:14])=[O:11])=[CH:6][CH:5]=1)([O-])=O.[H][H], predict the reaction product. The product is: [NH2:1][C:4]1[CH:5]=[CH:6][C:7]([O:8][CH2:9][C:10]([O:12][C:13]([CH3:14])([CH3:16])[CH3:15])=[O:11])=[CH:17][CH:18]=1. (2) Given the reactants [C:1]([O:5][C:6](=[O:33])/[CH:7]=[CH:8]/[C:9]1[C:14](=[O:15])[N:13]2[CH:16]=[CH:17][C:18]([C:20]([NH:22][C:23]3[S:24][CH:25]=[C:26]([C:28]([CH3:31])([CH3:30])[CH3:29])[N:27]=3)=[O:21])=[CH:19][C:12]2=[N:11][C:10]=1O)([CH3:4])([CH3:3])[CH3:2].S(Cl)(C1C=CC(C)=CC=1)(=O)=O.[NH:45]1[CH2:50][CH2:49][NH:48][CH2:47][CH2:46]1.C(OC([NH:58][CH2:59][CH2:60][CH2:61][CH2:62][C:63](O)=[O:64])=O)(C)(C)C.CCN=C=NCCCN(C)C.Cl, predict the reaction product. The product is: [NH2:58][CH2:59][CH2:60][CH2:61][CH2:62][C:63]([N:45]1[CH2:50][CH2:49][N:48]([C:10]2[N:11]=[C:12]3[CH:19]=[C:18]([C:20]([NH:22][C:23]4[S:24][CH:25]=[C:26]([C:28]([CH3:29])([CH3:30])[CH3:31])[N:27]=4)=[O:21])[CH:17]=[CH:16][N:13]3[C:14](=[O:15])[C:9]=2/[CH:8]=[CH:7]/[C:6]([OH:5])=[O:33])[CH2:47][CH2:46]1)=[O:64].[C:1]([O:5][C:6](=[O:33])[CH:7]=[CH2:8])([CH3:4])([CH3:3])[CH3:2]. (3) Given the reactants C1COCC1.[CH2:6]([O:8][C:9]1[CH:10]=[C:11]([CH:14]=[CH:15][C:16]=1[N:17]1[CH:21]=[C:20]([CH3:22])[N:19]=[CH:18]1)[CH:12]=O)[CH3:7].C(OP([CH2:31][C:32](=[O:43])[NH:33][CH:34]1[C:42]2[C:37](=[CH:38][CH:39]=[CH:40][CH:41]=2)[CH2:36][CH2:35]1)(=O)OCC)C.O.[OH-].[Li+], predict the reaction product. The product is: [CH2:6]([O:8][C:9]1[CH:10]=[C:11](/[CH:12]=[CH:31]/[C:32]([NH:33][CH:34]2[C:42]3[C:37](=[CH:38][CH:39]=[CH:40][CH:41]=3)[CH2:36][CH2:35]2)=[O:43])[CH:14]=[CH:15][C:16]=1[N:17]1[CH:21]=[C:20]([CH3:22])[N:19]=[CH:18]1)[CH3:7]. (4) Given the reactants [F:1][C:2]([F:32])([F:31])[C:3]1[CH:4]=[C:5]([C@H:13]2[O:17][C:16](=[O:18])[N:15]([CH2:19][C:20]3[CH:25]=[C:24]([N+:26]([O-:28])=[O:27])[CH:23]=[CH:22][C:21]=3Br)[C@H:14]2[CH3:30])[CH:6]=[C:7]([C:9]([F:12])([F:11])[F:10])[CH:8]=1.C1(C)C=CC=CC=1.[F:40][C:41]1[C:46]([CH:47]([CH3:49])[CH3:48])=[CH:45][C:44](B(O)O)=[C:43]([O:53][CH3:54])[CH:42]=1.C(=O)([O-])[O-].[Na+].[Na+], predict the reaction product. The product is: [F:1][C:2]([F:32])([F:31])[C:3]1[CH:4]=[C:5]([C@H:13]2[O:17][C:16](=[O:18])[N:15]([CH2:19][C:20]3[CH:25]=[C:24]([N+:26]([O-:28])=[O:27])[CH:23]=[CH:22][C:21]=3[C:44]3[CH:45]=[C:46]([CH:47]([CH3:49])[CH3:48])[C:41]([F:40])=[CH:42][C:43]=3[O:53][CH3:54])[C@H:14]2[CH3:30])[CH:6]=[C:7]([C:9]([F:12])([F:11])[F:10])[CH:8]=1. (5) Given the reactants [C:1]([O:5][C:6]([NH:8][C@@H:9]([C@@H:22]([O:25][CH2:26][CH2:27][CH2:28][CH:29]=[CH2:30])[CH2:23][CH3:24])[C:10]([N:12]1[CH2:16][C@H:15]([OH:17])[CH2:14][C@H:13]1[C:18]([O:20]C)=[O:19])=[O:11])=[O:7])([CH3:4])([CH3:3])[CH3:2].C1COCC1.[Li+].[OH-].Cl, predict the reaction product. The product is: [C:1]([O:5][C:6]([NH:8][C@@H:9]([C@@H:22]([O:25][CH2:26][CH2:27][CH2:28][CH:29]=[CH2:30])[CH2:23][CH3:24])[C:10]([N:12]1[CH2:16][C@H:15]([OH:17])[CH2:14][C@H:13]1[C:18]([OH:20])=[O:19])=[O:11])=[O:7])([CH3:4])([CH3:3])[CH3:2]. (6) Given the reactants ClC1C=C(C=CC=1Cl)CN(C)C(=O)C=C1C(=O)OC(C)(C)O1.C=O.[CH2:25]([C:28]([NH:30][CH2:31][C:32]([OH:34])=[O:33])=[O:29])[CH2:26][NH2:27].[Cl:35][C:36]1[CH:37]=[C:38]([CH:61]=[CH:62][C:63]=1[Cl:64])[CH2:39][N:40]([CH3:60])[C:41]([C:43]1[CH2:47]N(CCC(NCCC(O)=O)=O)[C:45](=[O:58])[C:44]=1[OH:59])=[O:42], predict the reaction product. The product is: [Cl:35][C:36]1[CH:37]=[C:38]([CH:61]=[CH:62][C:63]=1[Cl:64])[CH2:39][N:40]([CH3:60])[C:41]([C:43]1[CH2:47][N:27]([CH2:26][CH2:25][C:28]([NH:30][CH2:31][C:32]([OH:34])=[O:33])=[O:29])[C:45](=[O:58])[C:44]=1[OH:59])=[O:42].